From a dataset of Forward reaction prediction with 1.9M reactions from USPTO patents (1976-2016). Predict the product of the given reaction. (1) Given the reactants [F:1][C:2]1[CH:7]=[CH:6][C:5]([CH:8]2[CH2:14][CH:13]3[N:15]([C:16]([O:18][C:19]([CH3:22])([CH3:21])[CH3:20])=[O:17])[CH:10]([CH2:11][CH2:12]3)[CH:9]2[OH:23])=[CH:4][CH:3]=1.[CH2:24]([O:31][C:32]1[C:41]2[C:36](=[CH:37][CH:38]=[CH:39][CH:40]=2)[CH:35]=[C:34]([CH2:42]Cl)[CH:33]=1)[C:25]1[CH:30]=[CH:29][CH:28]=[CH:27][CH:26]=1, predict the reaction product. The product is: [CH2:24]([O:31][C:32]1[C:41]2[C:36](=[CH:37][CH:38]=[CH:39][CH:40]=2)[CH:35]=[C:34]([CH2:42][O:23][CH:9]2[CH:8]([C:5]3[CH:6]=[CH:7][C:2]([F:1])=[CH:3][CH:4]=3)[CH2:14][CH:13]3[N:15]([C:16]([O:18][C:19]([CH3:20])([CH3:22])[CH3:21])=[O:17])[CH:10]2[CH2:11][CH2:12]3)[CH:33]=1)[C:25]1[CH:26]=[CH:27][CH:28]=[CH:29][CH:30]=1. (2) Given the reactants [NH2:1][C@H:2]1[CH2:7][CH2:6][C@H:5]([NH:8][C:9]2[CH:14]=[C:13]([C:15]3[C:20]([Cl:21])=[CH:19][CH:18]=[C:17]([NH:22][CH2:23][CH:24]4[CH2:29][CH2:28][O:27][CH2:26][CH2:25]4)[N:16]=3)[C:12]([Cl:30])=[CH:11][N:10]=2)[CH2:4][CH2:3]1.CCN(C(C)C)C(C)C.CC1C=CC(S(O[CH2:51][C@@H:52]2[CH2:56][O:55][C:54]([CH3:58])([CH3:57])[O:53]2)(=O)=O)=CC=1, predict the reaction product. The product is: [Cl:21][C:20]1[C:15]([C:13]2[C:12]([Cl:30])=[CH:11][N:10]=[C:9]([NH:8][C@H:5]3[CH2:6][CH2:7][C@H:2]([NH:1][CH2:51][C@@H:52]4[CH2:56][O:55][C:54]([CH3:58])([CH3:57])[O:53]4)[CH2:3][CH2:4]3)[CH:14]=2)=[N:16][C:17]([NH:22][CH2:23][CH:24]2[CH2:29][CH2:28][O:27][CH2:26][CH2:25]2)=[CH:18][CH:19]=1. (3) Given the reactants [Cl:1][C:2]1[CH:3]=[C:4]([CH:9]([NH:12][C:13]([C:15]2[NH:16][CH:17]=[C:18]([C:20]3[C:24]([C:25]4[CH:30]=[CH:29][C:28]([CH2:31][NH2:32])=[C:27]([Cl:33])[CH:26]=4)=[CH:23][NH:22][N:21]=3)[CH:19]=2)=[O:14])[CH2:10][OH:11])[CH:5]=[CH:6][C:7]=1[F:8].[C:34]1(=[O:39])[O:38][CH2:37][CH2:36][CH2:35]1.C[Al](C)C, predict the reaction product. The product is: [Cl:1][C:2]1[CH:3]=[C:4]([CH:9]([NH:12][C:13]([C:15]2[NH:16][CH:17]=[C:18]([C:20]3[C:24]([C:25]4[CH:30]=[CH:29][C:28]([CH2:31][NH:32][C:37](=[O:38])[CH2:36][CH2:35][CH2:34][OH:39])=[C:27]([Cl:33])[CH:26]=4)=[CH:23][NH:22][N:21]=3)[CH:19]=2)=[O:14])[CH2:10][OH:11])[CH:5]=[CH:6][C:7]=1[F:8]. (4) Given the reactants C(NC(C)C)(C)C.[Li]CCCC.[C:13]([O:19][CH2:20][CH3:21])(=[O:18])[CH2:14][CH:15]([CH3:17])[CH3:16].[CH:22]([CH:24]=[CH2:25])=[O:23], predict the reaction product. The product is: [OH:23][CH:22]([CH:24]=[CH2:25])[CH:14]([CH:15]([CH3:17])[CH3:16])[C:13]([O:19][CH2:20][CH3:21])=[O:18]. (5) Given the reactants [F:1][C:2]([F:32])([F:31])[O:3][C:4]1[CH:9]=[CH:8][C:7]([CH2:10][CH:11]([NH:15][C:16](=[O:30])[C:17]2[CH:22]=[CH:21][C:20]([O:23][CH2:24][CH2:25][C:26]([F:29])([F:28])[F:27])=[CH:19][CH:18]=2)[C:12](O)=[O:13])=[CH:6][CH:5]=1.Cl.[F:34][CH2:35][CH2:36][NH2:37], predict the reaction product. The product is: [F:34][CH2:35][CH2:36][NH:37][C:12](=[O:13])[CH:11]([NH:15][C:16](=[O:30])[C:17]1[CH:22]=[CH:21][C:20]([O:23][CH2:24][CH2:25][C:26]([F:29])([F:28])[F:27])=[CH:19][CH:18]=1)[CH2:10][C:7]1[CH:6]=[CH:5][C:4]([O:3][C:2]([F:32])([F:31])[F:1])=[CH:9][CH:8]=1. (6) Given the reactants [C:1]1([C:7]([C:19]2[CH:24]=[CH:23][CH:22]=[CH:21][CH:20]=2)([C:13]2[CH:18]=[CH:17][CH:16]=[CH:15][CH:14]=2)[N:8]2[CH:12]=[CH:11][N:10]=[CH:9]2)[CH:6]=[CH:5][CH:4]=[CH:3][CH:2]=1.C([Li])CCC.CN([CH:33]=[O:34])C.[NH4+].[Cl-], predict the reaction product. The product is: [C:7]([N:8]1[CH:12]=[CH:11][N:10]=[C:9]1[CH:33]=[O:34])([C:1]1[CH:6]=[CH:5][CH:4]=[CH:3][CH:2]=1)([C:13]1[CH:14]=[CH:15][CH:16]=[CH:17][CH:18]=1)[C:19]1[CH:20]=[CH:21][CH:22]=[CH:23][CH:24]=1.